From a dataset of Reaction yield outcomes from USPTO patents with 853,638 reactions. Predict the reaction yield, written as a fraction of the theoretical maximum amount of product (1.0 means a 100% yield; for example, 0.34 means a 34% yield). (1) The reactants are [N+:1]([C:4]1[CH:5]=[C:6]2[C:11](=[CH:12][CH:13]=1)[NH:10][C:9](=O)[NH:8][C:7]2=O)([O-:3])=[O:2].[CH2:16]([NH2:20])[CH2:17][CH2:18][CH3:19]. The catalyst is O. The product is [CH2:16]([NH:20][C:9]1[N:8]=[C:7]([NH:1][CH2:4][CH:5]=[C:6]([CH3:11])[CH3:7])[C:6]2[C:11](=[CH:12][CH:13]=[C:4]([N+:1]([O-:3])=[O:2])[CH:5]=2)[N:10]=1)[CH2:17][CH2:18][CH3:19]. The yield is 0.119. (2) The reactants are [CH2:1]([Mg]Br)[CH3:2].CON(C)[C:8](=[O:18])[CH2:9][NH:10][C:11](=[O:17])[O:12][C:13]([CH3:16])([CH3:15])[CH3:14].C(OCC)(=O)C.[Cl-].[NH4+]. The catalyst is O1CCCC1. The product is [O:18]=[C:8]([CH2:1][CH3:2])[CH2:9][NH:10][C:11](=[O:17])[O:12][C:13]([CH3:15])([CH3:14])[CH3:16]. The yield is 0.840. (3) The reactants are C([O:8][C:9]1[CH:18]=[C:17]2[C:12]([C:13]([O:19][C:20]3[C:21]([C:30]([O:32][CH2:33][CH2:34][CH3:35])=[O:31])=[CH:22][C:23]4[C:28]([CH:29]=3)=[CH:27][CH:26]=[CH:25][CH:24]=4)=[CH:14][CH:15]=[N:16]2)=[CH:11][C:10]=1[O:36][CH3:37])C1C=CC=CC=1.CS(O)(=O)=O. The catalyst is FC(F)(F)C(O)=O. The product is [OH:8][C:9]1[CH:18]=[C:17]2[C:12]([C:13]([O:19][C:20]3[C:21]([C:30]([O:32][CH2:33][CH2:34][CH3:35])=[O:31])=[CH:22][C:23]4[C:28]([CH:29]=3)=[CH:27][CH:26]=[CH:25][CH:24]=4)=[CH:14][CH:15]=[N:16]2)=[CH:11][C:10]=1[O:36][CH3:37]. The yield is 0.680. (4) The reactants are C1C2C(C[O:15][C:16]([N:18]([CH2:34][C:35]3[N:39](C)[C:38]4[CH:41]=[CH:42][CH:43]=[CH:44][C:37]=4[N:36]=3)[CH2:19][CH2:20][NH:21][C@@H:22]([C@@H:30]([CH3:33])[CH2:31][CH3:32])[C:23]([O:25][C:26]([CH3:29])([CH3:28])[CH3:27])=[O:24])=O)C3C(=CC=CC=3)C=2C=CC=1.[CH2:45](NCC)C.C(=O)(OC1C=CC([N+]([O-])=O)=CC=1)OC1C=CC([N+]([O-])=O)=CC=1. The catalyst is CN(C)C=O.ClCCCl. The product is [CH3:33][C@@H:30]([CH2:31][CH3:32])[C@H:22]([N:21]1[CH2:20][CH2:19][N:18]([CH2:34][C:35]2[N:39]([CH3:45])[C:38]3[CH:41]=[CH:42][CH:43]=[CH:44][C:37]=3[N:36]=2)[C:16]1=[O:15])[C:23]([O:25][C:26]([CH3:27])([CH3:29])[CH3:28])=[O:24]. The yield is 0.590. (5) The reactants are CS(OC[C:7]1[CH:12]=[N:11][CH:10]=[CH:9][N:8]=1)(=O)=O.CS(Cl)(=O)=O.O(CC1C=CC(CO)=CC=1)C1C=CC=CC=1.[Na].[C:35]1([C:41]([C:49]2[CH:54]=[CH:53][CH:52]=[CH:51][CH:50]=2)=[N:42][CH2:43][C:44]([O:46][CH2:47][CH3:48])=[O:45])[CH:40]=[CH:39][CH:38]=[CH:37][CH:36]=1. The catalyst is C1COCC1.CN(C=O)C. The product is [N:8]1[CH:9]=[CH:10][N:11]=[CH:12][C:7]=1[CH:43]([C:44]([O:46][CH2:47][CH3:48])=[O:45])[N:42]=[C:41]([C:49]1[CH:54]=[CH:53][CH:52]=[CH:51][CH:50]=1)[C:35]1[CH:36]=[CH:37][CH:38]=[CH:39][CH:40]=1. The yield is 0.780. (6) The reactants are C[O:2][C:3]1[CH:4]=[CH:5][C:6]([C:9]2[O:10][C:11]3[C:16]([C:17](=[O:19])[CH:18]=2)=[CH:15][CH:14]=[CH:13][CH:12]=3)=[N:7][CH:8]=1. The catalyst is I.CC(O)=O.O. The product is [OH:2][C:3]1[CH:4]=[CH:5][C:6]([C:9]2[O:10][C:11]3[C:16]([C:17](=[O:19])[CH:18]=2)=[CH:15][CH:14]=[CH:13][CH:12]=3)=[N:7][CH:8]=1. The yield is 0.360. (7) The reactants are Br[C:2]1[CH:3]=[CH:4][C:5]2[O:10][C:9]([F:12])([F:11])[O:8][C:7]([F:14])([F:13])[C:6]=2[CH:15]=1. The catalyst is CO.CC#N.CCN(CC)CC.C1C=CC([P]([Pd]([P](C2C=CC=CC=2)(C2C=CC=CC=2)C2C=CC=CC=2)([P](C2C=CC=CC=2)(C2C=CC=CC=2)C2C=CC=CC=2)[P](C2C=CC=CC=2)(C2C=CC=CC=2)C2C=CC=CC=2)(C2C=CC=CC=2)C2C=CC=CC=2)=CC=1. The product is [CH3:7][O:8][C:9]([C:2]1[CH:3]=[CH:4][C:5]2[O:10][C:9]([F:12])([F:11])[O:8][C:7]([F:14])([F:13])[C:6]=2[CH:15]=1)=[O:10]. The yield is 0.850.